From a dataset of Full USPTO retrosynthesis dataset with 1.9M reactions from patents (1976-2016). Predict the reactants needed to synthesize the given product. (1) Given the product [F:24][C:25]1[CH:32]=[C:31]([CH3:33])[CH:30]=[CH:29][C:26]=1[CH2:27][NH:1][CH2:2][C@@H:3]1[C@@H:11]([C@@:12]2([CH3:21])[CH2:17][CH2:16][C@H:15]([OH:18])[CH2:14][C@@H:13]2[CH2:19][OH:20])[CH2:10][CH2:9][C@@:8]2([CH3:22])[C@H:4]1[CH2:5][CH2:6][C:7]2=[CH2:23], predict the reactants needed to synthesize it. The reactants are: [NH2:1][CH2:2][C@@H:3]1[C@@H:11]([C@@:12]2([CH3:21])[CH2:17][CH2:16][C@H:15]([OH:18])[CH2:14][C@@H:13]2[CH2:19][OH:20])[CH2:10][CH2:9][C@@:8]2([CH3:22])[C@H:4]1[CH2:5][CH2:6][C:7]2=[CH2:23].[F:24][C:25]1[CH:32]=[C:31]([CH3:33])[CH:30]=[CH:29][C:26]=1[CH:27]=O.[BH4-].[Na+]. (2) The reactants are: [CH3:1][O:2][C:3]1[C:8]2[O:9][CH2:10][C:11](=[O:13])[NH:12][C:7]=2[CH:6]=[CH:5][CH:4]=1.C1C(=O)N([Br:21])C(=O)C1.S([O-])([O-])(=O)=S.[Na+].[Na+]. Given the product [Br:21][C:6]1[C:7]2[NH:12][C:11](=[O:13])[CH2:10][O:9][C:8]=2[C:3]([O:2][CH3:1])=[CH:4][CH:5]=1, predict the reactants needed to synthesize it. (3) Given the product [F:20][C:21]1[CH:22]=[CH:23][C:24]([C:27]2[CH2:32][CH2:31][CH2:30][CH2:29][C:28]=2[C:33]([NH:19][C:15]2[CH:14]=[C:13]3[C:18](=[CH:17][CH:16]=2)[N:10]([C:8](=[O:9])[CH2:7][C:2]2[CH:3]=[CH:4][CH:5]=[CH:6][N:1]=2)[CH2:11][CH2:12]3)=[O:34])=[CH:25][CH:26]=1, predict the reactants needed to synthesize it. The reactants are: [N:1]1[CH:6]=[CH:5][CH:4]=[CH:3][C:2]=1[CH2:7][C:8]([N:10]1[C:18]2[C:13](=[CH:14][C:15]([NH2:19])=[CH:16][CH:17]=2)[CH2:12][CH2:11]1)=[O:9].[F:20][C:21]1[CH:26]=[CH:25][C:24]([C:27]2[CH2:32][CH2:31][CH2:30][CH2:29][C:28]=2[C:33](O)=[O:34])=[CH:23][CH:22]=1.O.ON1C2C=CC=CC=2N=N1.CN(C)CCCN=C=NCC. (4) Given the product [NH2:32][C:31]1[C:27]([C:23]2[N:24]([CH2:25][CH3:26])[C:17]3[C:16]([CH2:15][NH:14][CH:11]4[CH2:12][CH2:13][NH:8][CH2:9][CH2:10]4)=[CH:21][N:20]=[CH:19][C:18]=3[N:22]=2)=[N:28][O:29][N:30]=1, predict the reactants needed to synthesize it. The reactants are: C(OC([N:8]1[CH2:13][CH2:12][CH:11]([NH:14][CH2:15][C:16]2[C:17]3[N:24]([CH2:25][CH3:26])[C:23]([C:27]4[C:31]([NH2:32])=[N:30][O:29][N:28]=4)=[N:22][C:18]=3[CH:19]=[N:20][CH:21]=2)[CH2:10][CH2:9]1)=O)(C)(C)C.FC(F)(F)C(O)=O. (5) Given the product [CH2:1]([O:3][C:4](=[O:13])[CH2:5][C:6]1[CH:7]=[CH:8][C:9]([NH:12][C:19]2[C:20]([N+:21]([O-:23])=[O:22])=[C:15]([Cl:14])[N:16]=[CH:17][N:18]=2)=[CH:10][CH:11]=1)[CH3:2], predict the reactants needed to synthesize it. The reactants are: [CH2:1]([O:3][C:4](=[O:13])[CH2:5][C:6]1[CH:11]=[CH:10][C:9]([NH2:12])=[CH:8][CH:7]=1)[CH3:2].[Cl:14][C:15]1[C:20]([N+:21]([O-:23])=[O:22])=[C:19](Cl)[N:18]=[CH:17][N:16]=1. (6) The reactants are: [CH3:1][O:2][C:3](=[O:38])[C:4]1[CH:9]=[CH:8][C:7]([CH2:10][CH:11]([C:20](=[O:37])[N:21]([C:28]2[O:36][C:32]3=[CH:33][CH:34]=[CH:35][C:31]3=[CH:30][CH:29]=2)[C:22]2[CH:27]=[CH:26][CH:25]=[CH:24][CH:23]=2)[CH2:12][C:13]2[CH:18]=[CH:17][C:16](Br)=[CH:15][CH:14]=2)=[CH:6][CH:5]=1.[C:39]1(B(O)O)[CH2:44][CH2:43][CH2:42][CH2:41][CH:40]=1.C(=O)([O-])[O-].[Na+].[Na+]. Given the product [CH3:1][O:2][C:3](=[O:38])[C:4]1[CH:9]=[CH:8][C:7]([CH2:10][CH:11]([C:20](=[O:37])[N:21]([C:28]2[O:36][C:32]3=[CH:33][CH:34]=[CH:35][C:31]3=[CH:30][CH:29]=2)[C:22]2[CH:27]=[CH:26][CH:25]=[CH:24][CH:23]=2)[CH2:12][C:13]2[CH:18]=[CH:17][C:16]([C:39]3[CH2:44][CH2:43][CH2:42][CH2:41][CH:40]=3)=[CH:15][CH:14]=2)=[CH:6][CH:5]=1, predict the reactants needed to synthesize it.